Dataset: CYP1A2 inhibition data for predicting drug metabolism from PubChem BioAssay. Task: Regression/Classification. Given a drug SMILES string, predict its absorption, distribution, metabolism, or excretion properties. Task type varies by dataset: regression for continuous measurements (e.g., permeability, clearance, half-life) or binary classification for categorical outcomes (e.g., BBB penetration, CYP inhibition). Dataset: cyp1a2_veith. (1) The molecule is O=C(c1ccco1)N1CCC[C@@]2(CCN(C(c3ccccc3)c3ccccc3)C2)C1. The result is 1 (inhibitor). (2) The molecule is Cc1ccc(S(=O)(=O)Nc2nc(C)c(NC(=O)Nc3ccc(Cl)cc3Cl)s2)cc1. The result is 0 (non-inhibitor).